This data is from Full USPTO retrosynthesis dataset with 1.9M reactions from patents (1976-2016). The task is: Predict the reactants needed to synthesize the given product. (1) Given the product [Cl:1][C:2]1[CH:3]=[C:4]2[C:10]([C:11]#[N:12])=[C:9]([Sn:29]([CH2:30][CH2:31][CH2:32][CH3:33])([CH2:34][CH2:35][CH2:36][CH3:37])[CH2:25][CH2:26][CH2:27][CH3:28])[N:8]([CH:13]3[CH2:14][CH2:15][CH2:16]3)[C:5]2=[CH:6][N:7]=1, predict the reactants needed to synthesize it. The reactants are: [Cl:1][C:2]1[CH:3]=[C:4]2[C:10]([C:11]#[N:12])=[CH:9][N:8]([CH:13]3[CH2:16][CH2:15][CH2:14]3)[C:5]2=[CH:6][N:7]=1.[Li+].CC([N-]C(C)C)C.[CH2:25]([Sn:29](I)([CH2:34][CH2:35][CH2:36][CH3:37])[CH2:30][CH2:31][CH2:32][CH3:33])[CH2:26][CH2:27][CH3:28]. (2) Given the product [F:1][C:2]1[CH:7]=[CH:6][C:5]([C:8]2[C:9]3[CH:21]=[CH:20][C:19](=[O:22])[N:18]([C:23]4[CH:28]=[CH:27][CH:26]=[CH:25][C:24]=4[F:29])[C:10]=3[N:11]=[C:12]([NH:34][CH2:33][CH2:31][OH:32])[N:13]=2)=[C:4]([CH3:30])[CH:3]=1, predict the reactants needed to synthesize it. The reactants are: [F:1][C:2]1[CH:7]=[CH:6][C:5]([C:8]2[C:9]3[CH:21]=[CH:20][C:19](=[O:22])[N:18]([C:23]4[CH:28]=[CH:27][CH:26]=[CH:25][C:24]=4[F:29])[C:10]=3[N:11]=[C:12](S(C)(=O)=O)[N:13]=2)=[C:4]([CH3:30])[CH:3]=1.[CH2:31]([CH2:33][NH2:34])[OH:32]. (3) Given the product [CH2:1]([NH:8][C:9]1[N:14]2[N:15]=[CH:16][C:17]([Br:18])=[C:13]2[N:12]=[CH:11][C:10]=1[C:19]([N:32]1[CH2:31][CH2:30][N:29]([C:26]2[CH:25]=[CH:24][C:23]([F:22])=[CH:28][CH:27]=2)[CH2:34][CH2:33]1)=[O:21])[C:2]1[CH:3]=[CH:4][CH:5]=[CH:6][CH:7]=1, predict the reactants needed to synthesize it. The reactants are: [CH2:1]([NH:8][C:9]1[N:14]2[N:15]=[CH:16][C:17]([Br:18])=[C:13]2[N:12]=[CH:11][C:10]=1[C:19]([OH:21])=O)[C:2]1[CH:7]=[CH:6][CH:5]=[CH:4][CH:3]=1.[F:22][C:23]1[CH:28]=[CH:27][C:26]([N:29]2[CH2:34][CH2:33][NH:32][CH2:31][CH2:30]2)=[CH:25][CH:24]=1. (4) Given the product [I:1][C:2]1[CH:7]=[CH:6][C:5]([O:8][CH2:12][CH2:13][CH2:14][N:15]2[CH2:19][CH2:18][CH2:17][CH2:16]2)=[CH:4][CH:3]=1, predict the reactants needed to synthesize it. The reactants are: [I:1][C:2]1[CH:7]=[CH:6][C:5]([OH:8])=[CH:4][CH:3]=1.[H-].[Na+].Cl[CH2:12][CH2:13][CH2:14][N:15]1[CH2:19][CH2:18][CH2:17][CH2:16]1.[I-].[Na+]. (5) The reactants are: Cl[CH2:2][C:3]1[S:4][C:5]2[C:10]([N:11]=1)=[CH:9][CH:8]=[CH:7][N:6]=2.[C:12]1([N:18]2[CH2:23][CH2:22][NH:21][CH2:20][CH2:19]2)[CH:17]=[CH:16][CH:15]=[CH:14][CH:13]=1.CCN(C(C)C)C(C)C. Given the product [C:12]1([N:18]2[CH2:23][CH2:22][N:21]([CH2:2][C:3]3[S:4][C:5]4[C:10]([N:11]=3)=[CH:9][CH:8]=[CH:7][N:6]=4)[CH2:20][CH2:19]2)[CH:17]=[CH:16][CH:15]=[CH:14][CH:13]=1, predict the reactants needed to synthesize it.